Dataset: Full USPTO retrosynthesis dataset with 1.9M reactions from patents (1976-2016). Task: Predict the reactants needed to synthesize the given product. (1) Given the product [Br:3][C:4]1[N:8]2[N:9]=[C:10]([N:22]3[CH2:23][CH2:24][C@H:25]([OH:26])[CH:21]3[C:17]3[CH:18]=[CH:19][CH:20]=[C:15]([F:14])[CH:16]=3)[CH:11]=[CH:12][C:7]2=[N:6][CH:5]=1, predict the reactants needed to synthesize it. The reactants are: [F-].[K+].[Br:3][C:4]1[N:8]2[N:9]=[C:10](Cl)[CH:11]=[CH:12][C:7]2=[N:6][CH:5]=1.[F:14][C:15]1[CH:16]=[C:17]([CH:21]2[C@@H:25]([O:26][Si](C(C)C)(C(C)C)C(C)C)[CH2:24][CH2:23][NH:22]2)[CH:18]=[CH:19][CH:20]=1. (2) The reactants are: [Br:1][CH:2]([CH2:16][CH3:17])[C:3]([C:5]1[C:14]2[C:9](=[CH:10][CH:11]=[C:12]([F:15])[CH:13]=2)[CH:8]=[CH:7][CH:6]=1)=O.[NH:18]1[CH2:22][CH2:21][NH:20][C:19]1=[S:23]. Given the product [BrH:1].[CH2:16]([C:2]1[S:23][C:19]2=[N:18][CH2:22][CH2:21][N:20]2[C:3]=1[C:5]1[C:14]2[C:9](=[CH:10][CH:11]=[C:12]([F:15])[CH:13]=2)[CH:8]=[CH:7][CH:6]=1)[CH3:17], predict the reactants needed to synthesize it. (3) Given the product [C:20]([CH:2]1[CH2:7][CH2:6][CH:5]([NH:8][C:9](=[O:18])[O:10][CH2:11][C:12]2[CH:17]=[CH:16][CH:15]=[CH:14][CH:13]=2)[CH2:4][CH2:3]1)#[N:19], predict the reactants needed to synthesize it. The reactants are: O=[C:2]1[CH2:7][CH2:6][CH:5]([NH:8][C:9](=[O:18])[O:10][CH2:11][C:12]2[CH:17]=[CH:16][CH:15]=[CH:14][CH:13]=2)[CH2:4][CH2:3]1.[N+:19](CS(C1C=CC(C)=CC=1)(=O)=O)#[C-:20].CCO.CC([O-])(C)C.[K+]. (4) The reactants are: [CH3:1][N:2]([CH3:50])[CH2:3][C:4]([N:6]1[C:14]2[C:9](=[CH:10][C:11]([O:48][CH3:49])=[C:12]([NH:15][C:16]3[N:17]=[C:18]([NH:36][C:37]4[CH:46]=[CH:45][CH:44]=[C:43]([F:47])[C:38]=4[C:39]([NH:41][CH3:42])=[O:40])[C:19]4[C:24]([F:25])=[CH:23][N:22](S(C5C=CC(C)=CC=5)(=O)=O)[C:20]=4[N:21]=3)[CH:13]=2)[CH2:8][CH2:7]1)=[O:5].[OH-].[K+].C([O-])(O)=O.[Na+]. Given the product [CH3:50][N:2]([CH3:1])[CH2:3][C:4]([N:6]1[C:14]2[C:9](=[CH:10][C:11]([O:48][CH3:49])=[C:12]([NH:15][C:16]3[NH:21][C:20]4=[N:22][CH:23]=[C:24]([F:25])[C:19]4=[C:18]([NH:36][C:37]4[CH:46]=[CH:45][CH:44]=[C:43]([F:47])[C:38]=4[C:39]([NH:41][CH3:42])=[O:40])[N:17]=3)[CH:13]=2)[CH2:8][CH2:7]1)=[O:5], predict the reactants needed to synthesize it. (5) Given the product [Cl:1][C:2]1[CH:29]=[CH:28][C:5]2[N:6]([C@@H:23]3[CH2:27][CH2:26][N:25]([C:32](=[O:33])[CH:31]([CH3:35])[CH3:30])[CH2:24]3)[C:7]([CH2:9][N:10]3[C:14]4=[CH:15][N:16]=[CH:17][CH:18]=[C:13]4[C:12]([S:19]([CH3:22])(=[O:20])=[O:21])=[N:11]3)=[N:8][C:4]=2[CH:3]=1, predict the reactants needed to synthesize it. The reactants are: [Cl:1][C:2]1[CH:29]=[CH:28][C:5]2[N:6]([C@@H:23]3[CH2:27][CH2:26][NH:25][CH2:24]3)[C:7]([CH2:9][N:10]3[C:14]4=[CH:15][N:16]=[CH:17][CH:18]=[C:13]4[C:12]([S:19]([CH3:22])(=[O:21])=[O:20])=[N:11]3)=[N:8][C:4]=2[CH:3]=1.[CH3:30][CH:31]([CH3:35])[C:32](O)=[O:33].C(OC(=O)C)(=O)C. (6) The reactants are: [F:1][C:2]1[CH:7]=[CH:6][CH:5]=[CH:4][C:3]=1[N:8]=[C:9]=[O:10].[NH2:11][C:12]1[CH:17]=[CH:16][C:15]([C:18]2[CH:22]=[C:21]([C:23]([NH:25][CH2:26][CH2:27][CH2:28][C:29]([O:31][CH3:32])=[O:30])=[O:24])[O:20][N:19]=2)=[CH:14][CH:13]=1. Given the product [F:1][C:2]1[CH:7]=[CH:6][CH:5]=[CH:4][C:3]=1[NH:8][C:9](=[O:10])[NH:11][C:12]1[CH:13]=[CH:14][C:15]([C:18]2[CH:22]=[C:21]([C:23]([NH:25][CH2:26][CH2:27][CH2:28][C:29]([O:31][CH3:32])=[O:30])=[O:24])[O:20][N:19]=2)=[CH:16][CH:17]=1, predict the reactants needed to synthesize it.